Dataset: Reaction yield outcomes from USPTO patents with 853,638 reactions. Task: Predict the reaction yield, written as a fraction of the theoretical maximum amount of product (1.0 means a 100% yield; for example, 0.34 means a 34% yield). (1) The reactants are [Al].[CH3:2][C:3]1[CH:8]=[C:7]([CH3:9])[CH:6]=[C:5]([CH3:10])[C:4]=1[C:11]1[CH:16]=[CH:15][CH:14]=[CH:13][CH:12]=1.[Br-:17].[Li+].[B-](F)(F)(F)F.[B-](F)(F)(F)F.C1[N+]2(CCl)CC[N+](F)(CC2)C1. The catalyst is C(#N)C. The product is [Br:17][C:8]1[C:3]([CH3:2])=[C:4]([C:11]2[CH:16]=[CH:15][CH:14]=[CH:13][CH:12]=2)[C:5]([CH3:10])=[CH:6][C:7]=1[CH3:9]. The yield is 0.800. (2) The reactants are C([N:8]1[CH2:13][CH2:12][CH:11]([C:14]2[CH:19]=[CH:18][C:17]([Cl:20])=[CH:16][CH:15]=2)[C:10]([CH3:22])([CH3:21])[CH2:9]1)C1C=CC=CC=1.ClC(OC(Cl)C)=O. The catalyst is ClC(Cl)C. The product is [Cl:20][C:17]1[CH:18]=[CH:19][C:14]([CH:11]2[CH2:12][CH2:13][NH:8][CH2:9][C:10]2([CH3:22])[CH3:21])=[CH:15][CH:16]=1. The yield is 0.713. (3) The reactants are [BrH:1].[C:2]1([CH2:8][CH2:9][CH2:10][CH2:11][CH2:12]O)[CH:7]=[CH:6][CH:5]=[CH:4][CH:3]=1. The catalyst is C(OCC)(=O)C. The product is [Br:1][CH2:12][CH2:11][CH2:10][CH2:9][CH2:8][C:2]1[CH:7]=[CH:6][CH:5]=[CH:4][CH:3]=1. The yield is 0.860. (4) The reactants are [NH2:1][C:2]1[S:3][C:4]2[C:9]([NH:10][C@H:11]([CH2:14][CH2:15][CH3:16])[CH2:12][OH:13])=[N:8][C:7]([S:17]CC3C=CC=CC=3)=[N:6][C:5]=2[N:25]=1.[Na]. The catalyst is N. The product is [NH2:1][C:2]1[S:3][C:4]2[C:9]([NH:10][C@H:11]([CH2:14][CH2:15][CH3:16])[CH2:12][OH:13])=[N:8][C:7]([SH:17])=[N:6][C:5]=2[N:25]=1. The yield is 0.800. (5) The reactants are [F:1][C:2]1[CH:7]=[CH:6][CH:5]=[CH:4][CH:3]=1.[C:8]1(=[O:14])[O:13][C:11](=[O:12])[CH:10]=[CH:9]1.[Cl-].[Al+3].[Cl-].[Cl-].Cl. The catalyst is ClCCl. The product is [F:1][C:2]1[CH:7]=[CH:6][C:5]([C:8](=[O:14])/[CH:9]=[CH:10]/[C:11]([OH:13])=[O:12])=[CH:4][CH:3]=1. The yield is 0.560. (6) The reactants are [C:1](=[NH:23])([O:3][CH2:4][CH2:5][C:6]1[CH:11]=[CH:10][C:9]([O:12][C:13]2[CH:18]=[CH:17][CH:16]=[C:15]([C:19]([F:22])([F:21])[F:20])[N:14]=2)=[CH:8][CH:7]=1)[NH2:2].FC(F)(F)C([O-])=O.[CH:31]([CH:33]([CH2:38][C:39]1[CH:40]=[N:41][C:42]([O:45][CH3:46])=[N:43][CH:44]=1)[C:34](OC)=O)=[O:32].C([O-])([O-])=O.[K+].[K+]. The catalyst is CN1C(=O)CCC1. The product is [CH3:46][O:45][C:42]1[N:41]=[CH:40][C:39]([CH2:38][C:33]2[C:31](=[O:32])[N:23]=[C:1]([O:3][CH2:4][CH2:5][C:6]3[CH:7]=[CH:8][C:9]([O:12][C:13]4[CH:18]=[CH:17][CH:16]=[C:15]([C:19]([F:22])([F:21])[F:20])[N:14]=4)=[CH:10][CH:11]=3)[NH:2][CH:34]=2)=[CH:44][N:43]=1. The yield is 0.0614. (7) The reactants are [Cl:1][C:2]1[CH:3]=[C:4](B2OC(C)(C)C(C)(C)O2)[CH:5]=[C:6]([Cl:12])[C:7]=1[C:8]([F:11])([F:10])[F:9].Br[C:23]([C:25]([F:28])([F:27])[F:26])=[CH2:24].C([O-])([O-])=O.[Cs+].[Cs+]. The catalyst is C1COCC1.Cl[Pd](Cl)([P](C1C=CC=CC=1)(C1C=CC=CC=1)C1C=CC=CC=1)[P](C1C=CC=CC=1)(C1C=CC=CC=1)C1C=CC=CC=1. The product is [Cl:12][C:6]1[CH:5]=[C:4]([C:23]([C:25]([F:28])([F:27])[F:26])=[CH2:24])[CH:3]=[C:2]([Cl:1])[C:7]=1[C:8]([F:9])([F:10])[F:11]. The yield is 0.530.